From a dataset of Reaction yield outcomes from USPTO patents with 853,638 reactions. Predict the reaction yield, written as a fraction of the theoretical maximum amount of product (1.0 means a 100% yield; for example, 0.34 means a 34% yield). The reactants are [NH2:1][C@H:2]([C:7]([OH:9])=[O:8])[CH2:3][CH:4]([CH3:6])[CH3:5].[NH:10]([C:26]([O:28][C:29]([CH3:32])([CH3:31])[CH3:30])=[O:27])[C@H:11]([C:16](ON1C(=O)CCC1=O)=[O:17])[C@H:12]([CH2:14][CH3:15])[CH3:13].OS([O-])(=O)=O.[K+].O. The catalyst is C(OC(C)C)(=O)C.[Na+].[Cl-]. The product is [NH:10]([C:26]([O:28][C:29]([CH3:31])([CH3:30])[CH3:32])=[O:27])[C@H:11]([C:16]([NH:1][C@H:2]([C:7]([OH:9])=[O:8])[CH2:3][CH:4]([CH3:6])[CH3:5])=[O:17])[C@H:12]([CH2:14][CH3:15])[CH3:13]. The yield is 0.800.